From a dataset of Reaction yield outcomes from USPTO patents with 853,638 reactions. Predict the reaction yield, written as a fraction of the theoretical maximum amount of product (1.0 means a 100% yield; for example, 0.34 means a 34% yield). (1) The reactants are [CH3:1][O:2][C:3]1[CH:9]=[CH:8][C:7]([C:10]([F:13])([F:12])[F:11])=[CH:6][C:4]=1[NH2:5].C1N=CN([C:19](N2C=NC=C2)=[O:20])C=1.[CH3:26][NH:27][C:28]([C:30]1[CH:35]=[C:34]([O:36][C:37]2[CH:43]=[CH:42][C:40]([NH2:41])=[CH:39][CH:38]=2)[CH:33]=[CH:32][N:31]=1)=[O:29].O. The catalyst is C(Cl)Cl. The product is [CH3:1][O:2][C:3]1[CH:9]=[CH:8][C:7]([C:10]([F:11])([F:12])[F:13])=[CH:6][C:4]=1[NH:5][C:19]([NH:41][C:40]1[CH:42]=[CH:43][C:37]([O:36][C:34]2[CH:33]=[CH:32][N:31]=[C:30]([C:28](=[O:29])[NH:27][CH3:26])[CH:35]=2)=[CH:38][CH:39]=1)=[O:20]. The yield is 0.300. (2) The reactants are [F:1][C:2]1[CH:7]=[CH:6][C:5]([CH:8]2[C:17](=O)[C:16]3[C:15]([C:19](OCC)=[O:20])=[CH:14][CH:13]=[CH:12][C:11]=3[NH:10][CH:9]2[C:24]2N(C)C=CN=2)=[CH:4][CH:3]=1.O.[NH2:31][NH2:32]. The catalyst is CO. The product is [F:1][C:2]1[CH:7]=[CH:6][C:5]([CH:8]2[C:17]3=[N:31][NH:32][C:19](=[O:20])[C:15]4[CH:14]=[CH:13][CH:12]=[C:11]([C:16]=43)[NH:10][CH:9]2[C:24]2[CH:15]=[C:16]3[C:11](=[CH:12][CH:13]=2)[N:10]=[CH:9][CH:8]=[CH:17]3)=[CH:4][CH:3]=1. The yield is 0.250.